This data is from Peptide-MHC class I binding affinity with 185,985 pairs from IEDB/IMGT. The task is: Regression. Given a peptide amino acid sequence and an MHC pseudo amino acid sequence, predict their binding affinity value. This is MHC class I binding data. (1) The peptide sequence is SSATEYLEK. The MHC is HLA-A03:01 with pseudo-sequence HLA-A03:01. The binding affinity (normalized) is 0.428. (2) The peptide sequence is LVIGVAFLAV. The MHC is HLA-A02:03 with pseudo-sequence HLA-A02:03. The binding affinity (normalized) is 0.713. (3) The peptide sequence is AKNPNRFVI. The MHC is HLA-B35:01 with pseudo-sequence HLA-B35:01. The binding affinity (normalized) is 0. (4) The peptide sequence is ITKGLGISYGR. The MHC is HLA-A33:01 with pseudo-sequence HLA-A33:01. The binding affinity (normalized) is 0.749. (5) The peptide sequence is LTDSSTLLV. The MHC is HLA-B46:01 with pseudo-sequence HLA-B46:01. The binding affinity (normalized) is 0.0847. (6) The peptide sequence is IQKLVGVLNW. The binding affinity (normalized) is 0.188. The MHC is Mamu-B17 with pseudo-sequence Mamu-B17. (7) The peptide sequence is GIVCYNEEV. The MHC is HLA-A03:01 with pseudo-sequence HLA-A03:01. The binding affinity (normalized) is 0.0847.